This data is from Catalyst prediction with 721,799 reactions and 888 catalyst types from USPTO. The task is: Predict which catalyst facilitates the given reaction. (1) Reactant: C([Li])CCC.[Cl:6][C:7]1[CH:12]=[C:11]([Cl:13])[CH:10]=[CH:9][C:8]=1[C:14]([F:17])([F:16])[F:15].[B:18](OC)([O:21]C)[O:19]C. Product: [Cl:6][C:7]1[C:8]([C:14]([F:17])([F:15])[F:16])=[CH:9][CH:10]=[C:11]([Cl:13])[C:12]=1[B:18]([OH:21])[OH:19]. The catalyst class is: 7. (2) Reactant: [O:1]1[C:5]2[CH:6]=[CH:7][C:8]([CH:10]3[C:14]4[NH:15][C:16]5[CH:17]=[CH:18][CH:19]=[CH:20][C:21]=5[C:22](=[O:23])[C:13]=4[CH2:12][NH:11]3)=[CH:9][C:4]=2[O:3][CH2:2]1.Br[C:25]1[CH:30]=[CH:29][C:28]([N:31]2[CH:35]=[CH:34][N:33]=[CH:32]2)=[CH:27][CH:26]=1.C1(C2C=CC=CC=2)C=CC=CC=1P(C(C)(C)C)C(C)(C)C.CC([O-])(C)C.[Na+]. Product: [O:1]1[C:5]2[CH:6]=[CH:7][C:8]([CH:10]3[C:14]4[NH:15][C:16]5[CH:17]=[CH:18][CH:19]=[CH:20][C:21]=5[C:22](=[O:23])[C:13]=4[CH2:12][N:11]3[C:25]3[CH:30]=[CH:29][C:28]([N:31]4[CH:35]=[CH:34][N:33]=[CH:32]4)=[CH:27][CH:26]=3)=[CH:9][C:4]=2[O:3][CH2:2]1. The catalyst class is: 62.